This data is from Full USPTO retrosynthesis dataset with 1.9M reactions from patents (1976-2016). The task is: Predict the reactants needed to synthesize the given product. (1) Given the product [F:27][C:21]1[CH:22]=[C:23]([F:26])[CH:24]=[CH:25][C:20]=1[N:16]1[C:15]([C:9]2[S:8][C:7]3[C:6]4[N:28]=[C:2]([N:35]5[CH2:36][CH2:37][N:32]([CH:29]([CH3:31])[CH3:30])[CH2:33][CH2:34]5)[CH:3]=[CH:4][C:5]=4[O:14][CH2:13][CH2:12][C:11]=3[CH:10]=2)=[N:19][CH:18]=[N:17]1, predict the reactants needed to synthesize it. The reactants are: Cl[C:2]1[CH:3]=[CH:4][C:5]2[O:14][CH2:13][CH2:12][C:11]3[CH:10]=[C:9]([C:15]4[N:16]([C:20]5[CH:25]=[CH:24][C:23]([F:26])=[CH:22][C:21]=5[F:27])[N:17]=[CH:18][N:19]=4)[S:8][C:7]=3[C:6]=2[N:28]=1.[CH:29]([N:32]1[CH2:37][CH2:36][NH:35][CH2:34][CH2:33]1)([CH3:31])[CH3:30].CC(C1C=C(C(C)C)C(C2C=CC=CC=2P(C2CCCCC2)C2CCCCC2)=C(C(C)C)C=1)C.CC(C)([O-])C. (2) Given the product [NH2:6][CH2:5][C:4]1[CH:7]=[CH:8][N:9]=[C:2]([NH2:1])[CH:3]=1, predict the reactants needed to synthesize it. The reactants are: [NH2:1][C:2]1[CH:3]=[C:4]([CH:7]=[CH:8][N:9]=1)[C:5]#[N:6].CCN(CC)CC. (3) Given the product [Cl:1][C:2]1[CH:7]=[C:6]2[NH:8][C:9](=[O:43])[C@@:10]3([C@H:14]([CH2:15][C:16]([C:19]#[N:20])([CH3:18])[CH3:17])[NH:13][C@@H:12]([C:21]([NH:23][C:24]4[CH:33]=[CH:32][C:27]([C:28]([OH:30])=[O:29])=[CH:26][C:25]=4[F:34])=[O:22])[C@@H:11]3[C:35]3[CH:40]=[CH:39][CH:38]=[C:37]([Cl:41])[C:36]=3[F:42])[C:5]2=[CH:4][CH:3]=1, predict the reactants needed to synthesize it. The reactants are: [Cl:1][C:2]1[CH:7]=[C:6]2[NH:8][C:9](=[O:43])[C@@:10]3([C@H:14]([CH2:15][C:16]([C:19]#[N:20])([CH3:18])[CH3:17])[NH:13][C@@H:12]([C:21]([NH:23][C:24]4[CH:33]=[CH:32][C:27]([C:28]([O:30]C)=[O:29])=[CH:26][C:25]=4[F:34])=[O:22])[C@@H:11]3[C:35]3[CH:40]=[CH:39][CH:38]=[C:37]([Cl:41])[C:36]=3[F:42])[C:5]2=[CH:4][CH:3]=1.[Li+].[OH-].Cl. (4) Given the product [F:1][C:2]1[CH:7]=[CH:6][CH:5]=[C:4]([CH3:8])[C:3]=1[C:11]#[N:13], predict the reactants needed to synthesize it. The reactants are: [F:1][C:2]1[C:3](I)=[C:4]([CH3:8])[CH:5]=[CH:6][CH:7]=1.C[C:11]([N:13](C)C)=O. (5) Given the product [CH3:1][O:2][C:3]1[CH:4]=[C:5]([CH3:24])[C:6]([S:10]([N:13]([CH2:15][C:16]2[O:17][CH:18]=[C:19]([C:21]([N:60]([CH2:59][C:58]3[CH:57]=[CH:56][C:55]([CH2:54][N:51]4[CH2:52][CH2:53][CH:49]([O:48][CH3:47])[CH2:50]4)=[CH:63][CH:62]=3)[CH3:61])=[O:23])[N:20]=2)[CH3:14])(=[O:11])=[O:12])=[C:7]([CH3:9])[CH:8]=1, predict the reactants needed to synthesize it. The reactants are: [CH3:1][O:2][C:3]1[CH:8]=[C:7]([CH3:9])[C:6]([S:10]([N:13]([CH2:15][C:16]2[O:17][CH:18]=[C:19]([C:21]([OH:23])=O)[N:20]=2)[CH3:14])(=[O:12])=[O:11])=[C:5]([CH3:24])[CH:4]=1.CCN=C=NCCCN(C)C.C1C=CC2N(O)N=NC=2C=1.Cl.[CH3:47][O:48][CH:49]1[CH2:53][CH2:52][N:51]([CH2:54][C:55]2[CH:63]=[CH:62][C:58]([CH2:59][NH:60][CH3:61])=[CH:57][CH:56]=2)[CH2:50]1. (6) Given the product [Si:12]([O:5][CH2:1][CH2:2][CH:3]=[CH2:4])([C:15]([CH3:18])([CH3:17])[CH3:16])([CH3:14])[CH3:13], predict the reactants needed to synthesize it. The reactants are: [CH2:1]([OH:5])[CH2:2][CH:3]=[CH2:4].N1C=CC=CC=1.[Si:12](Cl)([C:15]([CH3:18])([CH3:17])[CH3:16])([CH3:14])[CH3:13].